Dataset: Full USPTO retrosynthesis dataset with 1.9M reactions from patents (1976-2016). Task: Predict the reactants needed to synthesize the given product. (1) Given the product [C:32]([NH:36][C:17]([C:14]1([CH:20]2[CH2:25][CH2:24][CH2:23][CH2:22][CH2:21]2)[CH2:15][CH2:16][N:11]([C:9]([O:8][CH2:1][C:2]2[CH:7]=[CH:6][CH:5]=[CH:4][CH:3]=2)=[O:10])[CH2:12][CH2:13]1)=[O:18])([CH3:35])([CH3:34])[CH3:33], predict the reactants needed to synthesize it. The reactants are: [CH2:1]([O:8][C:9]([N:11]1[CH2:16][CH2:15][C:14]([CH:20]2[CH2:25][CH2:24][CH2:23][CH2:22][CH2:21]2)([C:17](O)=[O:18])[CH2:13][CH2:12]1)=[O:10])[C:2]1[CH:7]=[CH:6][CH:5]=[CH:4][CH:3]=1.C(Cl)(=O)C(Cl)=O.[C:32]([NH2:36])([CH3:35])([CH3:34])[CH3:33]. (2) Given the product [NH2:24][C:25]1[N:30]=[CH:29][N:28]=[C:27]2[N:31]([CH:10]([C:8]3[C:7]([O:13][CH3:14])=[C:6]([C:15]4[CH:20]=[CH:19][N:18]=[C:17]([C:21]#[N:22])[CH:16]=4)[C:5]([CH3:23])=[C:4]([Cl:3])[CH:9]=3)[CH3:11])[N:32]=[CH:33][C:26]=12, predict the reactants needed to synthesize it. The reactants are: [H-].[Na+].[Cl:3][C:4]1[C:5]([CH3:23])=[C:6]([C:15]2[CH:20]=[CH:19][N:18]=[C:17]([C:21]#[N:22])[CH:16]=2)[C:7]([O:13][CH3:14])=[C:8]([CH:10](Cl)[CH3:11])[CH:9]=1.[NH2:24][C:25]1[N:30]=[CH:29][N:28]=[C:27]2[NH:31][N:32]=[CH:33][C:26]=12.O. (3) Given the product [F:15][C:9]1[CH:10]=[CH:11][C:12]([F:14])=[CH:13][C:8]=1[C:5]1[N:4]=[C:3]([CH2:2][S:28][C:19]2[N:18]([CH2:16][CH3:17])[C:22]([C:23]3[S:24][CH:25]=[CH:26][CH:27]=3)=[N:21][N:20]=2)[O:7][N:6]=1, predict the reactants needed to synthesize it. The reactants are: Cl[CH2:2][C:3]1[O:7][N:6]=[C:5]([C:8]2[CH:13]=[C:12]([F:14])[CH:11]=[CH:10][C:9]=2[F:15])[N:4]=1.[CH2:16]([N:18]1[C:22]([C:23]2[S:24][CH:25]=[CH:26][CH:27]=2)=[N:21][NH:20][C:19]1=[S:28])[CH3:17].C(=O)([O-])[O-].[K+].[K+].C(OCC)(=O)C. (4) Given the product [CH3:60][N:61]1[C:65]([CH2:66][CH2:67][O:38][C:35]2[CH:36]=[CH:37][C:32]([CH:29]3[CH2:30][CH2:31][N:26]([C:23]4[CH:24]=[CH:25][C:20]5[N:21]([C:17]([C:16]([F:15])([F:39])[F:40])=[N:18][N:19]=5)[N:22]=4)[CH2:27][CH2:28]3)=[CH:33][CH:34]=2)=[CH:64][CH:63]=[N:62]1, predict the reactants needed to synthesize it. The reactants are: CC(OC(/N=N/C(OC(C)C)=O)=O)C.[F:15][C:16]([F:40])([F:39])[C:17]1[N:21]2[N:22]=[C:23]([N:26]3[CH2:31][CH2:30][CH:29]([C:32]4[CH:37]=[CH:36][C:35]([OH:38])=[CH:34][CH:33]=4)[CH2:28][CH2:27]3)[CH:24]=[CH:25][C:20]2=[N:19][N:18]=1.C1(P(C2C=CC=CC=2)C2C=CC=CC=2)C=CC=CC=1.[CH3:60][N:61]1[C:65]([CH2:66][CH2:67]O)=[CH:64][CH:63]=[N:62]1.